From a dataset of Catalyst prediction with 721,799 reactions and 888 catalyst types from USPTO. Predict which catalyst facilitates the given reaction. (1) Reactant: [Cl-:1].[CH2:2]([O:4][C:5](=[O:14])[CH2:6][C:7](=[O:13])[C:8]([CH3:12])([CH3:11])[CH:9]=[CH2:10])[CH3:3]. Product: [CH2:2]([O:4][C:5](=[O:14])[CH:6]([Cl:1])[C:7](=[O:13])[C:8]([CH3:12])([CH3:11])[CH:9]=[CH2:10])[CH3:3]. The catalyst class is: 22. (2) Reactant: [C:1]([C:3]1[CH:8]=[CH:7][C:6]([N:9]2[C:13](=[O:14])[C:12]([CH3:16])([CH3:15])[N:11]([C:17]3[CH:25]=[CH:24][C:20]([C:21]([NH2:23])=[O:22])=[C:19]([F:26])[CH:18]=3)[C:10]2=S)=[CH:5][C:4]=1[C:28]([F:31])([F:30])[F:29])#[N:2].[OH:32]O. Product: [C:1]([C:3]1[CH:8]=[CH:7][C:6]([N:9]2[C:13](=[O:14])[C:12]([CH3:16])([CH3:15])[N:11]([C:17]3[CH:25]=[CH:24][C:20]([C:21]([NH2:23])=[O:22])=[C:19]([F:26])[CH:18]=3)[C:10]2=[O:32])=[CH:5][C:4]=1[C:28]([F:31])([F:30])[F:29])#[N:2]. The catalyst class is: 8. (3) Reactant: [F:1][C:2]1[CH:3]=[C:4]2[C:9](=[CH:10][CH:11]=1)[O:8][C:7]([C@@H:12]([NH:14][C:15]([C:17]1[C:18]([NH:26]C(=O)OC(C)(C)C)=[N:19][N:20]3[CH:25]=[CH:24][CH:23]=[N:22][C:21]=13)=[O:16])[CH3:13])=[C:6]([C:34]1[CH:39]=[CH:38][CH:37]=[CH:36][CH:35]=1)[C:5]2=[O:40].C(O)(C(F)(F)F)=O.C(=O)(O)[O-]. Product: [NH2:26][C:18]1[C:17]([C:15]([NH:14][C@H:12]([C:7]2[O:8][C:9]3[C:4]([C:5](=[O:40])[C:6]=2[C:34]2[CH:35]=[CH:36][CH:37]=[CH:38][CH:39]=2)=[CH:3][C:2]([F:1])=[CH:11][CH:10]=3)[CH3:13])=[O:16])=[C:21]2[N:22]=[CH:23][CH:24]=[CH:25][N:20]2[N:19]=1. The catalyst class is: 2.